This data is from Reaction yield outcomes from USPTO patents with 853,638 reactions. The task is: Predict the reaction yield, written as a fraction of the theoretical maximum amount of product (1.0 means a 100% yield; for example, 0.34 means a 34% yield). (1) The reactants are [Li]CCCC.Br[C:7]1[CH:12]=[CH:11][C:10]([Cl:13])=[C:9]([Cl:14])[CH:8]=1.[O:15]=[C:16]1[CH2:21][CH2:20][N:19]([C:22]([O:24][C:25]([CH3:28])([CH3:27])[CH3:26])=[O:23])[CH2:18][CH2:17]1. The catalyst is C1COCC1. The product is [Cl:14][C:9]1[CH:8]=[C:7]([C:16]2([OH:15])[CH2:17][CH2:18][N:19]([C:22]([O:24][C:25]([CH3:27])([CH3:26])[CH3:28])=[O:23])[CH2:20][CH2:21]2)[CH:12]=[CH:11][C:10]=1[Cl:13]. The yield is 0.880. (2) The reactants are [N+:1]([C:4]1[CH:10]=[CH:9][CH:8]=[CH:7][C:5]=1[NH2:6])([O-:3])=[O:2].Cl.[N:12]([O-])=O.[Na+].[OH-].[Na+].[OH:18][C:19]1[C:24](CO)=[CH:23][C:22]([O:27][CH3:28])=[CH:21][C:20]=1[CH2:29][OH:30].C1(O)C=CC=CC=1. The catalyst is O.S(=O)(=O)(O)N.C(O)C. The product is [OH:30][CH2:29][C:20]1[CH:21]=[C:22]([O:27][CH3:28])[CH:23]=[C:24]([N:12]=[N:6][C:5]2[CH:7]=[CH:8][CH:9]=[CH:10][C:4]=2[N+:1]([O-:3])=[O:2])[C:19]=1[OH:18]. The yield is 0.558. (3) The reactants are [CH2:1]([N:8]1[CH2:13][CH2:12][CH:11]([NH:14][C:15]2[C:20]([C:21](=[O:23])[CH3:22])=[CH:19][N:18]=[C:17]3[N:24]([CH2:27][O:28][CH2:29][CH2:30][Si:31]([CH3:34])([CH3:33])[CH3:32])[CH:25]=[CH:26][C:16]=23)[CH2:10][CH2:9]1)[C:2]1[CH:7]=[CH:6][CH:5]=[CH:4][CH:3]=1.[CH3:35]OC(OC)N(C)C. No catalyst specified. The product is [CH2:1]([N:8]1[CH2:13][CH2:12][CH:11]([N:14]2[C:15]3[C:20](=[CH:19][N:18]=[C:17]4[N:24]([CH2:27][O:28][CH2:29][CH2:30][Si:31]([CH3:33])([CH3:32])[CH3:34])[CH:25]=[CH:26][C:16]4=3)[C:21](=[O:23])[CH:22]=[CH:35]2)[CH2:10][CH2:9]1)[C:2]1[CH:3]=[CH:4][CH:5]=[CH:6][CH:7]=1. The yield is 0.850. (4) The reactants are [H-].[Na+].[N+:3]([C:6]1[CH:7]=[N:8][N:9]2[CH2:13][CH2:12][NH:11][C:10]=12)([O-:5])=[O:4].S(O[CH2:25][CH2:26][CH:27]1[CH2:32][CH2:31][N:30]([C:33]([O:35][C:36]([CH3:39])([CH3:38])[CH3:37])=[O:34])[CH2:29][CH2:28]1)(C1C=CC(C)=CC=1)(=O)=O.O. The catalyst is C1COCC1. The product is [N+:3]([C:6]1[CH:7]=[N:8][N:9]2[CH2:13][CH2:12][N:11]([CH2:25][CH2:26][CH:27]3[CH2:28][CH2:29][N:30]([C:33]([O:35][C:36]([CH3:37])([CH3:39])[CH3:38])=[O:34])[CH2:31][CH2:32]3)[C:10]=12)([O-:5])=[O:4]. The yield is 0.170. (5) The catalyst is O1CCCC1. The product is [C:6]([C:7]1[C:8]([NH2:13])=[N:9][CH:10]=[CH:11][CH:12]=1)#[CH:5]. The yield is 0.937. The reactants are C[Si]([C:5]#[C:6][C:7]1[C:8]([NH2:13])=[N:9][CH:10]=[CH:11][CH:12]=1)(C)C.[F-].C([N+](CCCC)(CCCC)CCCC)CCC.O. (6) The reactants are [F:1][C:2]1[CH:9]=[C:8]([OH:10])[CH:7]=[CH:6][C:3]=1[CH:4]=[O:5].[Br:11]Br. The catalyst is C(O)(=O)C. The product is [Br:11][C:7]1[C:8]([OH:10])=[CH:9][C:2]([F:1])=[C:3]([CH:6]=1)[CH:4]=[O:5]. The yield is 0.810. (7) The reactants are [CH:1]1([O:7][C:8]2[CH:9]=[C:10]3[C:15](=[CH:16][CH:17]=2)[N:14]=[C:13]([CH2:18][N:19]2[CH2:24][CH2:23][CH:22]([C:25]([O:27]CC)=[O:26])[CH2:21][CH2:20]2)[CH:12]=[CH:11]3)[CH2:6][CH2:5][CH2:4][CH2:3][CH2:2]1.[OH-].[Na+]. The catalyst is CCO. The product is [CH:1]1([O:7][C:8]2[CH:9]=[C:10]3[C:15](=[CH:16][CH:17]=2)[N:14]=[C:13]([CH2:18][N:19]2[CH2:20][CH2:21][CH:22]([C:25]([OH:27])=[O:26])[CH2:23][CH2:24]2)[CH:12]=[CH:11]3)[CH2:2][CH2:3][CH2:4][CH2:5][CH2:6]1. The yield is 0.580.